This data is from Forward reaction prediction with 1.9M reactions from USPTO patents (1976-2016). The task is: Predict the product of the given reaction. (1) Given the reactants [N:1]1([CH2:6][CH2:7][C:8]#[C:9][C:10]2[N:11]=[N:12][C:13]([O:16][CH2:17][C:18]3[N:19]=[C:20]([CH:23]=[CH:24][C:25]4[CH:30]=[CH:29][C:28]([C:31]([F:34])([F:33])[F:32])=[CH:27][CH:26]=4)[O:21][CH:22]=3)=[CH:14][CH:15]=2)[CH:5]=[CH:4][N:3]=[N:2]1, predict the reaction product. The product is: [N:1]1([CH2:6][CH2:7][CH:8]=[CH:9][C:10]2[N:11]=[N:12][C:13]([O:16][CH2:17][C:18]3[N:19]=[C:20]([CH:23]=[CH:24][C:25]4[CH:26]=[CH:27][C:28]([C:31]([F:34])([F:33])[F:32])=[CH:29][CH:30]=4)[O:21][CH:22]=3)=[CH:14][CH:15]=2)[CH:5]=[CH:4][N:3]=[N:2]1. (2) Given the reactants Cl[C:2]1[CH:7]=[C:6]([CH2:8][N:9]2[C:13]([CH3:15])([CH3:14])[C:12](=[O:16])[N:11]([C:17]3[CH:25]=[C:24]4[C:20]([C:21]([CH3:33])([CH3:32])[CH2:22][N:23]4[C:26](=[O:31])[CH2:27][N:28]([CH3:30])[CH3:29])=[CH:19][CH:18]=3)[C:10]2=[O:34])[CH:5]=[CH:4][N:3]=1.[CH3:35][N:36]([CH3:40])[C:37]([NH2:39])=[O:38].CC1(C)C2C=CC(P(C3C=CC=CC=3)C3C=CC=CC=3)=CC=2OC2C1=CC=C(P(C1C=CC=CC=1)C1C=CC=CC=1)C=2.C(=O)([O-])[O-].[Cs+].[Cs+], predict the reaction product. The product is: [CH3:29][N:28]([CH3:30])[CH2:27][C:26]([N:23]1[C:24]2[C:20](=[CH:19][CH:18]=[C:17]([N:11]3[C:12](=[O:16])[C:13]([CH3:15])([CH3:14])[N:9]([CH2:8][C:6]4[CH:5]=[CH:4][N:3]=[C:2]([NH:39][C:37](=[O:38])[N:36]([CH3:40])[CH3:35])[CH:7]=4)[C:10]3=[O:34])[CH:25]=2)[C:21]([CH3:33])([CH3:32])[CH2:22]1)=[O:31]. (3) The product is: [Cl:1][C:2]1[CH:3]=[C:4]([CH2:14][C:15]2[O:19][C:18]([C:20]3[NH:24][C:23]4[CH:25]=[CH:26][C:27]([CH2:29][OH:30])=[CH:28][C:22]=4[N:21]=3)=[CH:17][CH:16]=2)[C:5]2[O:9][C:8]([CH:10]([CH3:11])[CH3:12])=[CH:7][C:6]=2[CH:13]=1. Given the reactants [Cl:1][C:2]1[CH:3]=[C:4]([CH2:14][C:15]2[O:19][C:18]([C:20]3[NH:24][C:23]4[CH:25]=[CH:26][C:27]([C:29](OC)=[O:30])=[CH:28][C:22]=4[N:21]=3)=[CH:17][CH:16]=2)[C:5]2[O:9][C:8]([CH:10]([CH3:12])[CH3:11])=[CH:7][C:6]=2[CH:13]=1.[H-].[Al+3].[Li+].[H-].[H-].[H-], predict the reaction product. (4) Given the reactants Br[C:2]1[CH:7]=[CH:6][C:5]([N:8]2[C:12](=[O:13])[NH:11][N:10]=[C:9]2[CH2:14][C@@H:15]2[CH2:19][CH2:18][N:17]([C:20]([O:22][C:23]([CH3:26])([CH3:25])[CH3:24])=[O:21])[CH2:16]2)=[CH:4][CH:3]=1.CC1(C)C(C)(C)OB([C:35]2[CH:44]=[C:43]3[C:38]([CH:39]=[CH:40][CH:41]=[N:42]3)=[CH:37][CH:36]=2)O1.C(=O)([O-])[O-].[K+].[K+], predict the reaction product. The product is: [O:13]=[C:12]1[NH:11][N:10]=[C:9]([CH2:14][C@@H:15]2[CH2:19][CH2:18][N:17]([C:20]([O:22][C:23]([CH3:26])([CH3:25])[CH3:24])=[O:21])[CH2:16]2)[N:8]1[C:5]1[CH:6]=[CH:7][C:2]([C:35]2[CH:44]=[C:43]3[C:38]([CH:39]=[CH:40][CH:41]=[N:42]3)=[CH:37][CH:36]=2)=[CH:3][CH:4]=1. (5) Given the reactants C([O:3][C:4]([C:6]1[CH:38]=[CH:37][C:9]2[N:10]([CH:31]3[CH2:36][CH2:35][CH2:34][CH2:33][CH2:32]3)[C:11]([C:13]3[CH:14]=[C:15]4[C:20](=[CH:21][CH:22]=3)[N:19]=[C:18]([C:23](=[O:30])[NH:24][CH:25]([C:27](=[O:29])[NH2:28])[CH3:26])[CH:17]=[CH:16]4)=[N:12][C:8]=2[CH:7]=1)=[O:5])C.N[C@H](C(N)=O)C[OH:42].C(C(NC(C1C=CC2C(=CC=C(C3N(C4CCCCC4)C4C=CC(C(O)=O)=CC=4N=3)C=2)N=1)=O)C)(=O)N, predict the reaction product. The product is: [C:27]([CH:25]([NH:24][C:23]([C:18]1[CH:17]=[CH:16][C:15]2[C:20](=[CH:21][CH:22]=[C:13]([C:11]3[N:10]([CH:31]4[CH2:36][CH2:35][CH2:34][CH2:33][CH2:32]4)[C:9]4[CH:37]=[CH:38][C:6]([C:4]([OH:3])=[O:5])=[CH:7][C:8]=4[N:12]=3)[CH:14]=2)[N:19]=1)=[O:30])[CH2:26][OH:42])(=[O:29])[NH2:28].